The task is: Predict the reactants needed to synthesize the given product.. This data is from Full USPTO retrosynthesis dataset with 1.9M reactions from patents (1976-2016). (1) Given the product [C:1]1([N:7]([C:23]2[CH:28]=[CH:27][CH:26]=[CH:25][CH:24]=2)[C:8]2[CH:13]=[CH:12][C:11]3[C:14]4[C:15](=[CH:16][CH:17]=[CH:18][CH:19]=4)[NH:20][C:10]=3[CH:9]=2)[CH:6]=[CH:5][CH:4]=[CH:3][CH:2]=1, predict the reactants needed to synthesize it. The reactants are: [C:1]1([N:7]([C:23]2[CH:28]=[CH:27][CH:26]=[CH:25][CH:24]=2)[C:8]2[CH:13]=[CH:12][C:11]([C:14]3[CH:19]=[CH:18][CH:17]=[CH:16][C:15]=3[N+:20]([O-])=O)=[CH:10][CH:9]=2)[CH:6]=[CH:5][CH:4]=[CH:3][CH:2]=1. (2) Given the product [C:19]([C:16]([C:13]1[CH:14]=[CH:15][C:10]([C:4]2[S:3][C:2]([NH:1][C:26]3[CH:27]=[CH:22][N:23]=[C:24]([O:28][CH2:29][CH2:30][Si:31]([CH3:34])([CH3:33])[CH3:32])[N:25]=3)=[C:6]([C:7]([NH2:9])=[O:8])[CH:5]=2)=[CH:11][CH:12]=1)([CH3:18])[CH3:17])#[N:20], predict the reactants needed to synthesize it. The reactants are: [NH2:1][C:2]1[S:3][C:4]([C:10]2[CH:15]=[CH:14][C:13]([C:16]([C:19]#[N:20])([CH3:18])[CH3:17])=[CH:12][CH:11]=2)=[CH:5][C:6]=1[C:7]([NH2:9])=[O:8].Cl[C:22]1[CH:27]=[CH:26][N:25]=[C:24]([O:28][CH2:29][CH2:30][Si:31]([CH3:34])([CH3:33])[CH3:32])[N:23]=1. (3) Given the product [CH3:45][CH:43]([CH3:44])[C:2](=[O:1])[CH2:3][O:4][C@H:5]1[CH2:10][CH2:9][C@H:8]([N:11]2[C:16](=[O:17])[C:15]([CH2:18][C:19]3[CH:20]=[CH:21][C:22]([C:25]4[CH:30]=[CH:29][CH:28]=[CH:27][C:26]=4[C:31]4[NH:35][C:34](=[O:36])[O:33][N:32]=4)=[CH:23][CH:24]=3)=[C:14]([CH2:37][CH2:38][CH3:39])[N:13]3[N:40]=[CH:41][CH:42]=[C:12]23)[CH2:7][CH2:6]1, predict the reactants needed to synthesize it. The reactants are: [OH:1][CH:2]([CH:43]([CH3:45])[CH3:44])[CH2:3][O:4][C@H:5]1[CH2:10][CH2:9][C@H:8]([N:11]2[C:16](=[O:17])[C:15]([CH2:18][C:19]3[CH:24]=[CH:23][C:22]([C:25]4[CH:30]=[CH:29][CH:28]=[CH:27][C:26]=4[C:31]4[NH:35][C:34](=[O:36])[O:33][N:32]=4)=[CH:21][CH:20]=3)=[C:14]([CH2:37][CH2:38][CH3:39])[N:13]3[N:40]=[CH:41][CH:42]=[C:12]23)[CH2:7][CH2:6]1.CC(OI1(OC(C)=O)(OC(C)=O)OC(=O)C2C1=CC=CC=2)=O.C(OCC)(=O)C.S([O-])([O-])(=O)=S.[Na+].[Na+]. (4) The reactants are: [C:1]1([C:6]2[CH:7]=[CH:8][C:9]([N+:20]([O-:22])=[O:21])=[C:10]([NH:12]C(=O)OC(C)(C)C)[CH:11]=2)[CH2:5][CH2:4][CH2:3][CH:2]=1.C(O)(C(F)(F)F)=O. Given the product [C:1]1([C:6]2[CH:7]=[CH:8][C:9]([N+:20]([O-:22])=[O:21])=[C:10]([CH:11]=2)[NH2:12])[CH2:5][CH2:4][CH2:3][CH:2]=1, predict the reactants needed to synthesize it. (5) Given the product [OH:19][C:14]1[CH:15]=[CH:16][CH:17]=[CH:18][C:13]=1[NH:12][C:2](=[O:3])[O:4][CH2:5][C:6]1[CH:11]=[CH:10][CH:9]=[CH:8][CH:7]=1, predict the reactants needed to synthesize it. The reactants are: Cl[C:2]([O:4][CH2:5][C:6]1[CH:11]=[CH:10][CH:9]=[CH:8][CH:7]=1)=[O:3].[NH2:12][C:13]1[CH:18]=[CH:17][CH:16]=[CH:15][C:14]=1[OH:19]. (6) Given the product [C:1]([O:5][C:6]([N:8]1[CH2:12][CH2:11][CH2:10][CH:9]1[CH2:13][NH:14][C:20](=[O:21])[C:19]1[CH:23]=[CH:24][C:16]([Br:15])=[CH:17][CH:18]=1)=[O:7])([CH3:4])([CH3:3])[CH3:2], predict the reactants needed to synthesize it. The reactants are: [C:1]([O:5][C:6]([N:8]1[CH2:12][CH2:11][CH2:10][CH:9]1[CH2:13][NH2:14])=[O:7])([CH3:4])([CH3:3])[CH3:2].[Br:15][C:16]1[CH:24]=[CH:23][C:19]([C:20](O)=[O:21])=[CH:18][CH:17]=1.CN1CCOCC1.CN(C(ON1N=NC2C=CC=NC1=2)=[N+](C)C)C.F[P-](F)(F)(F)(F)F. (7) Given the product [CH:1]([C:4]1[CH:5]=[C:6]([CH:12]=[CH:13][C:14]([CH2:16][NH:17][C:18]2[CH:19]=[C:20]([CH:26]=[CH:27][CH:28]=2)[C:21]([OH:23])=[O:22])=[O:15])[O:7][C:8]=1[CH:9]([CH3:10])[CH3:11])([CH3:2])[CH3:3], predict the reactants needed to synthesize it. The reactants are: [CH:1]([C:4]1[CH:5]=[C:6]([CH:12]=[CH:13][C:14]([CH2:16][NH:17][C:18]2[CH:19]=[C:20]([CH:26]=[CH:27][CH:28]=2)[C:21]([O:23]CC)=[O:22])=[O:15])[O:7][C:8]=1[CH:9]([CH3:11])[CH3:10])([CH3:3])[CH3:2].[OH-].[Li+]. (8) Given the product [Cl:16][C:17]1[N:22]=[CH:21][C:20]([CH2:23][NH:24][C:8]2[C@@H:7]([C@@H:5]3[CH2:4][O:3][C:2]([CH3:1])([CH3:15])[O:6]3)[O:12][C:10](=[O:11])[C:9]=2[OH:13])=[CH:19][CH:18]=1, predict the reactants needed to synthesize it. The reactants are: [CH3:1][C:2]1([CH3:15])[O:6][C@H:5]([C@H:7]2[O:12][C:10](=[O:11])[C:9]([OH:13])=[C:8]2O)[CH2:4][O:3]1.[Cl:16][C:17]1[N:22]=[CH:21][C:20]([CH2:23][NH2:24])=[CH:19][CH:18]=1.